From a dataset of Reaction yield outcomes from USPTO patents with 853,638 reactions. Predict the reaction yield, written as a fraction of the theoretical maximum amount of product (1.0 means a 100% yield; for example, 0.34 means a 34% yield). The reactants are F[C:2](F)(F)[C:3](O)=[O:4].[O:8]=[S:9]1(=[O:37])[CH2:14][CH:13]=[C:12]([C:15]2[CH:20]=[C:19]([CH:21]3[CH2:26][CH2:25][NH:24][CH2:23][CH2:22]3)[CH:18]=[CH:17][C:16]=2[NH:27][C:28]([C:30]2[NH:31][CH:32]=[C:33]([C:35]#[N:36])[N:34]=2)=[O:29])[CH2:11][CH2:10]1.CCN(C(C)C)C(C)C.C(OC(=O)C)(=O)C.CCOC(C)=O. The catalyst is C(Cl)Cl.CN(C=O)C. The product is [C:3]([N:24]1[CH2:25][CH2:26][CH:21]([C:19]2[CH:18]=[CH:17][C:16]([NH:27][C:28]([C:30]3[NH:31][CH:32]=[C:33]([C:35]#[N:36])[N:34]=3)=[O:29])=[C:15]([C:12]3[CH2:13][CH2:14][S:9](=[O:8])(=[O:37])[CH2:10][CH:11]=3)[CH:20]=2)[CH2:22][CH2:23]1)(=[O:4])[CH3:2]. The yield is 0.950.